This data is from Full USPTO retrosynthesis dataset with 1.9M reactions from patents (1976-2016). The task is: Predict the reactants needed to synthesize the given product. Given the product [CH2:2]([O:4][C:5](=[O:9])[CH2:6][CH2:7][NH:8][CH2:15][C:14]1[CH:17]=[CH:18][C:11]([F:10])=[CH:12][CH:13]=1)[CH3:3], predict the reactants needed to synthesize it. The reactants are: Cl.[CH2:2]([O:4][C:5](=[O:9])[CH2:6][CH2:7][NH2:8])[CH3:3].[F:10][C:11]1[CH:18]=[CH:17][C:14]([CH:15]=O)=[CH:13][CH:12]=1.C([O-])(=O)C.[Na+].C([BH3-])#N.[Na+].